This data is from Catalyst prediction with 721,799 reactions and 888 catalyst types from USPTO. The task is: Predict which catalyst facilitates the given reaction. (1) Reactant: [S:1]1[CH:5]=[CH:4][C:3]([CH:6]=O)=[CH:2]1.[CH3:8][O:9][C:10]1[CH:11]=[C:12]2[C:17](=[CH:18][CH:19]=1)[N:16]=[C:15]([NH:20][C@H:21]1[CH2:26][C@H:25]3[CH2:27][C@@H:22]1[C@@H:23]([NH2:28])[CH2:24]3)[CH:14]=[C:13]2[CH3:29].C(Cl)Cl.CC(O)=O. Product: [CH3:8][O:9][C:10]1[CH:11]=[C:12]2[C:17](=[CH:18][CH:19]=1)[N:16]=[C:15]([NH:20][C@H:21]1[CH2:26][C@H:25]3[CH2:27][C@@H:22]1[C@@H:23]([NH:28][CH2:6][C:3]1[CH:4]=[CH:5][S:1][CH:2]=1)[CH2:24]3)[CH:14]=[C:13]2[CH3:29]. The catalyst class is: 5. (2) Reactant: Br[CH2:2][CH2:3][C:4]1[CH:13]=[CH:12][C:7]2[C:8](=[O:11])[O:9][CH2:10][C:6]=2[CH:5]=1.Cl.[F:15][C:16]1[CH:23]=[CH:22][C:21]([CH2:24][CH2:25][C:26]2([OH:32])[CH2:31][CH2:30][NH:29][CH2:28][CH2:27]2)=[CH:20][C:17]=1[C:18]#[N:19].C(=O)([O-])[O-].[Cs+].[Cs+]. Product: [F:15][C:16]1[CH:23]=[CH:22][C:21]([CH2:24][CH2:25][C:26]2([OH:32])[CH2:27][CH2:28][N:29]([CH2:2][CH2:3][C:4]3[CH:13]=[CH:12][C:7]4[C:8](=[O:11])[O:9][CH2:10][C:6]=4[CH:5]=3)[CH2:30][CH2:31]2)=[CH:20][C:17]=1[C:18]#[N:19]. The catalyst class is: 8. (3) Reactant: [Si:1]([O:18][C@@H:19]([CH2:22][CH2:23][CH2:24][OH:25])[CH2:20][OH:21])([C:14]([CH3:17])([CH3:16])[CH3:15])([C:8]1[CH:13]=[CH:12][CH:11]=[CH:10][CH:9]=1)[C:2]1[CH:7]=[CH:6][CH:5]=[CH:4][CH:3]=1.C=O.B(F)(F)F.[CH3:32]COCC. Product: [Si:1]([O:18][C@H:19]1[CH2:22][CH2:23][CH2:24][O:25][CH2:32][O:21][CH2:20]1)([C:14]([CH3:17])([CH3:16])[CH3:15])([C:8]1[CH:13]=[CH:12][CH:11]=[CH:10][CH:9]=1)[C:2]1[CH:3]=[CH:4][CH:5]=[CH:6][CH:7]=1. The catalyst class is: 25. (4) Product: [C:45]12([CH2:55][C:56]([NH:44][C:31]3[C:30]4[C:34](=[CH:35][CH:36]=[CH:37][C:29]=4[Cl:28])[N:33]([C:38]4[N:43]=[CH:42][CH:41]=[CH:40][N:39]=4)[CH:32]=3)=[O:57])[CH2:52][CH:51]3[CH2:50][CH:49]([CH2:48][CH:47]([CH2:53]3)[CH2:46]1)[CH2:54]2. The catalyst class is: 136. Reactant: F[P-](F)(F)(F)(F)F.N1(O[P+](N(C)C)(N(C)C)N(C)C)C2C=CC=CC=2N=N1.[Cl:28][C:29]1[CH:37]=[CH:36][CH:35]=[C:34]2[C:30]=1[C:31]([NH2:44])=[CH:32][N:33]2[C:38]1[N:43]=[CH:42][CH:41]=[CH:40][N:39]=1.[C:45]12([CH2:55][C:56](O)=[O:57])[CH2:54][CH:49]3[CH2:50][CH:51]([CH2:53][CH:47]([CH2:48]3)[CH2:46]1)[CH2:52]2.CCN(C(C)C)C(C)C.